Predict the reactants needed to synthesize the given product. From a dataset of Full USPTO retrosynthesis dataset with 1.9M reactions from patents (1976-2016). (1) Given the product [O:17]1[CH2:16][CH2:15][N:14]([CH2:13][C:12]2[CH:11]=[CH:10][C:9]([C:24]3[N:29]4[N:30]=[C:31]([NH2:33])[N:32]=[C:28]4[CH:27]=[CH:26][CH:25]=3)=[CH:21][CH:20]=2)[CH2:19][CH2:18]1, predict the reactants needed to synthesize it. The reactants are: CC1(C)C(C)(C)OB([C:9]2[CH:21]=[CH:20][C:12]([CH2:13][N:14]3[CH2:19][CH2:18][O:17][CH2:16][CH2:15]3)=[CH:11][CH:10]=2)O1.Br[C:24]1[N:29]2[N:30]=[C:31]([NH2:33])[N:32]=[C:28]2[CH:27]=[CH:26][CH:25]=1.C(=O)([O-])[O-].[Cs+].[Cs+].C(COC)OC.O. (2) Given the product [ClH:1].[ClH:1].[N:3]1[CH:2]=[CH:7][CH:6]=[C:10]([CH:11]=[C:2]2[CH2:7][CH:6]3[CH2:8][CH2:9][N:3]2[CH2:4][CH2:5]3)[CH:4]=1, predict the reactants needed to synthesize it. The reactants are: [Cl:1][CH:2]1[CH2:7][CH:6]2[CH2:8][CH2:9][N:3]1[CH2:4][CH2:5]2.[CH2:10](O)[CH3:11]. (3) Given the product [CH2:1]([O:3][C:4](=[O:39])[C:5]([CH2:24][C:25]1[CH:26]=[CH:27][C:28]([OH:31])=[CH:29][CH:30]=1)([O:17][C:18]1[CH:23]=[CH:22][CH:21]=[CH:20][CH:19]=1)[CH2:6][CH2:7][CH2:8][CH3:9])[CH3:2], predict the reactants needed to synthesize it. The reactants are: [CH2:1]([O:3][C:4](=[O:39])[C:5]([CH2:24][C:25]1[CH:30]=[CH:29][C:28]([O:31]CC2C=CC=CC=2)=[CH:27][CH:26]=1)([O:17][C:18]1[CH:23]=[CH:22][CH:21]=[CH:20][CH:19]=1)[CH:6](OC(=O)C(F)(F)F)[CH2:7][CH2:8][CH3:9])[CH3:2]. (4) Given the product [Br:2][C:3]1[C:4]([C@@H:10]([NH:20][C:21](=[O:22])[O:23][C:24]([CH3:27])([CH3:26])[CH3:25])[CH2:11][C:12]2[CH:17]=[C:16]([F:18])[CH:15]=[C:14]([F:19])[CH:13]=2)=[N:5][C:6]([Br:9])=[CH:7][CH:8]=1, predict the reactants needed to synthesize it. The reactants are: Cl.[Br:2][C:3]1[C:4]([C@@H:10]([NH2:20])[CH2:11][C:12]2[CH:17]=[C:16]([F:18])[CH:15]=[C:14]([F:19])[CH:13]=2)=[N:5][C:6]([Br:9])=[CH:7][CH:8]=1.[C:21](O[C:21]([O:23][C:24]([CH3:27])([CH3:26])[CH3:25])=[O:22])([O:23][C:24]([CH3:27])([CH3:26])[CH3:25])=[O:22].C(N(CC)CC)C. (5) Given the product [CH3:32][O:31][C:28]1[CH:29]=[CH:30][C:25]([C:19]2([CH2:18][C:17]([C:2]3[CH:7]=[CH:6][N:5]=[C:4]([CH3:8])[CH:3]=3)=[O:33])[CH2:24][CH2:23][CH2:22][CH2:21][CH2:20]2)=[CH:26][CH:27]=1, predict the reactants needed to synthesize it. The reactants are: Br[C:2]1[CH:7]=[CH:6][N:5]=[C:4]([CH3:8])[CH:3]=1.C([Li])CCC.CON(C)[C:17](=[O:33])[CH2:18][C:19]1([C:25]2[CH:30]=[CH:29][C:28]([O:31][CH3:32])=[CH:27][CH:26]=2)[CH2:24][CH2:23][CH2:22][CH2:21][CH2:20]1. (6) Given the product [CH2:1]([O:3][C:4](=[O:18])[C:5]([O:8][C:9]1[CH:14]=[CH:13][C:12]([Cl:15])=[CH:11][C:10]=1[CH:16]=[C:24]1[C:23]2[C:27](=[CH:28][C:20]([Cl:19])=[CH:21][CH:22]=2)[NH:26][C:25]1=[O:29])([CH3:7])[CH3:6])[CH3:2], predict the reactants needed to synthesize it. The reactants are: [CH2:1]([O:3][C:4](=[O:18])[C:5]([O:8][C:9]1[CH:14]=[CH:13][C:12]([Cl:15])=[CH:11][C:10]=1[CH:16]=O)([CH3:7])[CH3:6])[CH3:2].[Cl:19][C:20]1[CH:28]=[C:27]2[C:23]([CH2:24][C:25](=[O:29])[NH:26]2)=[CH:22][CH:21]=1.N1CCCC1. (7) Given the product [NH2:1][C:2]1[N:7]([C:8]2[CH:13]=[CH:12][C:11]([CH2:14][C:15]([NH:17][C:18]([CH3:19])([C:20]([OH:22])=[O:21])[CH3:27])=[O:16])=[CH:10][CH:9]=2)[C:6](=[O:28])[CH:5]=[CH:4][C:3]=1[C:29](=[O:38])[C:30]1[CH:35]=[CH:34][C:33]([F:36])=[CH:32][C:31]=1[F:37], predict the reactants needed to synthesize it. The reactants are: [NH2:1][C:2]1[N:7]([C:8]2[CH:13]=[CH:12][C:11]([CH2:14][C:15]([NH:17][C:18]([CH3:27])([C:20]([O:22]C(C)(C)C)=[O:21])[CH3:19])=[O:16])=[CH:10][CH:9]=2)[C:6](=[O:28])[CH:5]=[CH:4][C:3]=1[C:29](=[O:38])[C:30]1[CH:35]=[CH:34][C:33]([F:36])=[CH:32][C:31]=1[F:37].C(O)(C(F)(F)F)=O.CCOCC.